This data is from Merck oncology drug combination screen with 23,052 pairs across 39 cell lines. The task is: Regression. Given two drug SMILES strings and cell line genomic features, predict the synergy score measuring deviation from expected non-interaction effect. (1) Drug 1: O=S1(=O)NC2(CN1CC(F)(F)F)C1CCC2Cc2cc(C=CCN3CCC(C(F)(F)F)CC3)ccc2C1. Drug 2: O=C(CCCCCCC(=O)Nc1ccccc1)NO. Cell line: NCIH2122. Synergy scores: synergy=11.9. (2) Drug 1: CN(Cc1cnc2nc(N)nc(N)c2n1)c1ccc(C(=O)NC(CCC(=O)O)C(=O)O)cc1. Drug 2: COC1CC2CCC(C)C(O)(O2)C(=O)C(=O)N2CCCCC2C(=O)OC(C(C)CC2CCC(OP(C)(C)=O)C(OC)C2)CC(=O)C(C)C=C(C)C(O)C(OC)C(=O)C(C)CC(C)C=CC=CC=C1C. Cell line: EFM192B. Synergy scores: synergy=14.8. (3) Drug 1: C=CCn1c(=O)c2cnc(Nc3ccc(N4CCN(C)CC4)cc3)nc2n1-c1cccc(C(C)(C)O)n1. Drug 2: CC1(c2nc3c(C(N)=O)cccc3[nH]2)CCCN1. Cell line: MDAMB436. Synergy scores: synergy=5.55. (4) Drug 1: C=CCn1c(=O)c2cnc(Nc3ccc(N4CCN(C)CC4)cc3)nc2n1-c1cccc(C(C)(C)O)n1. Drug 2: NC1CCCCC1N.O=C(O)C(=O)O.[Pt+2]. Cell line: RKO. Synergy scores: synergy=-12.1. (5) Synergy scores: synergy=7.78. Drug 1: O=C(CCCCCCC(=O)Nc1ccccc1)NO. Cell line: OVCAR3. Drug 2: Cn1c(=O)n(-c2ccc(C(C)(C)C#N)cc2)c2c3cc(-c4cnc5ccccc5c4)ccc3ncc21. (6) Drug 1: O=C(NOCC(O)CO)c1ccc(F)c(F)c1Nc1ccc(I)cc1F. Drug 2: COC1CC2CCC(C)C(O)(O2)C(=O)C(=O)N2CCCCC2C(=O)OC(C(C)CC2CCC(OP(C)(C)=O)C(OC)C2)CC(=O)C(C)C=C(C)C(O)C(OC)C(=O)C(C)CC(C)C=CC=CC=C1C. Cell line: A375. Synergy scores: synergy=22.8. (7) Drug 1: NC(=O)c1cccc2cn(-c3ccc(C4CCCNC4)cc3)nc12. Drug 2: Cn1cc(-c2cnn3c(N)c(Br)c(C4CCCNC4)nc23)cn1. Cell line: LNCAP. Synergy scores: synergy=-12.1.